Dataset: Catalyst prediction with 721,799 reactions and 888 catalyst types from USPTO. Task: Predict which catalyst facilitates the given reaction. (1) Reactant: CC(C)([O-])C.[K+].COP([CH2:13][C:14]([C:16]1[CH:21]=[CH:20][CH:19]=[CH:18][C:17]=1[F:22])=[O:15])(=O)OC.[CH3:23][C@@:24]12[C:32]([CH3:34])([CH3:33])[C@@H:27]([C:28](=O)[C:29]1=[O:30])[CH2:26][C@@H:25]2[O:35][C:36](=[O:38])[CH3:37]. Product: [F:22][C:17]1[CH:18]=[CH:19][CH:20]=[CH:21][C:16]=1[C:14](=[O:15])[CH:13]=[C:28]1[C:29](=[O:30])[C@@:24]2([CH3:23])[C:32]([CH3:33])([CH3:34])[C@@H:27]1[CH2:26][C@@H:25]2[O:35][C:36](=[O:38])[CH3:37]. The catalyst class is: 107. (2) Reactant: [F:1][C:2]([F:12])([F:11])[O:3][CH:4]1[CH2:7][CH:6](C(O)=O)C1.[CH:13]1C=CC(P(N=[N+]=[N-])(C2C=CC=CC=2)=O)=CC=1.[Cl:30][C:31]1[CH:32]=[C:33]([C:38]2[C:46]([C:47]([NH2:49])=[O:48])=[C:41]3[CH2:42][NH:43][CH2:44][CH2:45][N:40]3[N:39]=2)[CH:34]=[CH:35][C:36]=1[F:37].C[N:51]([CH:53]=[O:54])C. Product: [Cl:30][C:31]1[CH:32]=[C:33]([C:38]2[C:46]([C:47]([NH2:49])=[O:48])=[C:41]3[CH2:42][N:43]([C:53]([NH:51][C:7]([CH3:6])([CH3:13])[CH2:4][O:3][C:2]([F:1])([F:11])[F:12])=[O:54])[CH2:44][CH2:45][N:40]3[N:39]=2)[CH:34]=[CH:35][C:36]=1[F:37]. The catalyst class is: 11.